This data is from Forward reaction prediction with 1.9M reactions from USPTO patents (1976-2016). The task is: Predict the product of the given reaction. Given the reactants C(O[C:5](=[O:7])[CH3:6])(=O)C.[NH2:8][CH2:9][C:10]1[CH:11]=[CH:12][C:13]2[S:18][C:17]3[N:19]=[CH:20][CH:21]=[N:22][C:16]=3[N:15]([CH2:23][O:24][CH3:25])[C:14]=2[CH:26]=1.C(OCC)C, predict the reaction product. The product is: [CH3:25][O:24][CH2:23][N:15]1[C:14]2[CH:26]=[C:10]([CH2:9][NH:8][C:5](=[O:7])[CH3:6])[CH:11]=[CH:12][C:13]=2[S:18][C:17]2[N:19]=[CH:20][CH:21]=[N:22][C:16]1=2.